From a dataset of Forward reaction prediction with 1.9M reactions from USPTO patents (1976-2016). Predict the product of the given reaction. Given the reactants [CH2:1]([N:8]([CH2:19][CH:20]([OH:38])[CH2:21][O:22][C:23]1[CH:28]=[CH:27][C:26]([O:29][CH2:30][CH2:31][O:32][CH:33]2[CH2:37][CH2:36][CH2:35][CH2:34]2)=[CH:25][CH:24]=1)[CH2:9][CH2:10][NH:11]C(=O)OC(C)(C)C)[C:2]1[CH:7]=[CH:6][CH:5]=[CH:4][CH:3]=1.[ClH:39].O1CCOCC1, predict the reaction product. The product is: [ClH:39].[ClH:39].[NH2:11][CH2:10][CH2:9][N:8]([CH2:1][C:2]1[CH:3]=[CH:4][CH:5]=[CH:6][CH:7]=1)[CH2:19][CH:20]([OH:38])[CH2:21][O:22][C:23]1[CH:28]=[CH:27][C:26]([O:29][CH2:30][CH2:31][O:32][CH:33]2[CH2:37][CH2:36][CH2:35][CH2:34]2)=[CH:25][CH:24]=1.